Predict which catalyst facilitates the given reaction. From a dataset of Catalyst prediction with 721,799 reactions and 888 catalyst types from USPTO. Reactant: [CH2:1]([NH2:4])[CH2:2][CH3:3].[NH:5]1[C:13]2[C:8](=[CH:9][C:10]([NH:14][CH:15]3[CH2:20][CH2:19][CH2:18][N:17]([CH:21]([C:25]4[CH:30]=[CH:29][CH:28]=[CH:27][CH:26]=4)[C:22](O)=[O:23])[CH2:16]3)=[CH:11][CH:12]=2)[CH:7]=[N:6]1.Cl.C(N=C=NCCCN(C)C)C.ON1C2C=CC=CC=2N=N1.CN(C1C=CC=CN=1)C.C(=O)([O-])O.[Na+]. Product: [CH2:1]([NH:4][C:22](=[O:23])[CH:21]([N:17]1[CH2:18][CH2:19][CH2:20][CH:15]([NH:14][C:10]2[CH:9]=[C:8]3[C:13](=[CH:12][CH:11]=2)[NH:5][N:6]=[CH:7]3)[CH2:16]1)[C:25]1[CH:30]=[CH:29][CH:28]=[CH:27][CH:26]=1)[CH2:2][CH3:3]. The catalyst class is: 9.